From a dataset of Full USPTO retrosynthesis dataset with 1.9M reactions from patents (1976-2016). Predict the reactants needed to synthesize the given product. (1) Given the product [Cl:1][C:2]1[C:3]([O:29][S:39]([C:38]([F:51])([F:50])[F:37])(=[O:41])=[O:40])=[C:4]([CH:10]=[C:11]([CH2:17][C:18]2[CH:23]=[CH:22][C:21]([N:24]3[CH:28]=[CH:27][CH:26]=[N:25]3)=[CH:20][CH:19]=2)[C:12]=1[C:13]([F:16])([F:15])[F:14])[C:5]([O:7][CH2:8][CH3:9])=[O:6], predict the reactants needed to synthesize it. The reactants are: [Cl:1][C:2]1[C:3]([OH:29])=[C:4]([CH:10]=[C:11]([CH2:17][C:18]2[CH:23]=[CH:22][C:21]([N:24]3[CH:28]=[CH:27][CH:26]=[N:25]3)=[CH:20][CH:19]=2)[C:12]=1[C:13]([F:16])([F:15])[F:14])[C:5]([O:7][CH2:8][CH3:9])=[O:6].C(N(CC)CC)C.[F:37][C:38]([F:51])([F:50])[S:39](O[S:39]([C:38]([F:51])([F:50])[F:37])(=[O:41])=[O:40])(=[O:41])=[O:40].O. (2) Given the product [CH2:17]([O:19][C:20]1[CH:21]=[C:22]([CH:23]2[C:9]([C:10]3[CH:15]=[CH:14][CH:13]=[CH:12][CH:11]=3)=[C:8]([C:4]3[CH:5]=[CH:6][CH:7]=[C:2]([OH:1])[CH:3]=3)[NH:35][C:33](=[O:34])[NH:32]2)[CH:25]=[C:26]([N+:29]([O-:31])=[O:30])[C:27]=1[OH:28])[CH3:18], predict the reactants needed to synthesize it. The reactants are: [OH:1][C:2]1[CH:3]=[C:4]([C:8](=O)[CH2:9][C:10]2[CH:15]=[CH:14][CH:13]=[CH:12][CH:11]=2)[CH:5]=[CH:6][CH:7]=1.[CH2:17]([O:19][C:20]1[CH:21]=[C:22]([CH:25]=[C:26]([N+:29]([O-:31])=[O:30])[C:27]=1[OH:28])[CH:23]=O)[CH3:18].[NH2:32][C:33]([NH2:35])=[O:34].Cl.